This data is from Full USPTO retrosynthesis dataset with 1.9M reactions from patents (1976-2016). The task is: Predict the reactants needed to synthesize the given product. (1) Given the product [F:29][C:17]1[C:18]([C:20]2[N:21]([CH:26]([CH3:28])[CH3:27])[C:22]([CH3:25])=[N:23][CH:24]=2)=[N:19][C:14]([NH:13][C:11]2[CH:12]=[CH:2][C:3]([C:4]([NH2:6])=[O:5])=[CH:9][CH:10]=2)=[N:15][CH:16]=1, predict the reactants needed to synthesize it. The reactants are: F[C:2]1[CH:12]=[C:11]([NH:13][C:14]2[N:19]=[C:18]([C:20]3[N:21]([CH:26]([CH3:28])[CH3:27])[C:22]([CH3:25])=[N:23][CH:24]=3)[C:17]([F:29])=[CH:16][N:15]=2)[CH:10]=[CH:9][C:3]=1[C:4]([N:6](C)C)=[O:5].CCO.O.[OH-].[K+]. (2) Given the product [CH:19]1([C:17]([NH:16][C:14]2[N:15]=[C:10]3[CH:9]=[CH:8][C:7]([O:6][C:5]4[CH:22]=[CH:23][C:2]([NH:1][C:37]([C:34]5([C:32]([NH:31][C:28]6[CH:29]=[CH:30][C:25]([F:24])=[CH:26][CH:27]=6)=[O:33])[CH2:36][CH2:35]5)=[O:38])=[CH:3][CH:4]=4)=[CH:12][N:11]3[CH:13]=2)=[O:18])[CH2:20][CH2:21]1, predict the reactants needed to synthesize it. The reactants are: [NH2:1][C:2]1[CH:23]=[CH:22][C:5]([O:6][C:7]2[CH:8]=[CH:9][C:10]3[N:11]([CH:13]=[C:14]([NH:16][C:17]([CH:19]4[CH2:21][CH2:20]4)=[O:18])[N:15]=3)[CH:12]=2)=[CH:4][CH:3]=1.[F:24][C:25]1[CH:30]=[CH:29][C:28]([NH:31][C:32]([C:34]2([C:37](O)=[O:38])[CH2:36][CH2:35]2)=[O:33])=[CH:27][CH:26]=1.CN(C(ON1N=NC2C=CC=NC1=2)=[N+](C)C)C.F[P-](F)(F)(F)(F)F.C(N(CC)C(C)C)(C)C. (3) Given the product [CH2:1]([N:8]([CH3:16])[C:9]1[CH:14]=[CH:13][N:12]([CH2:24][CH2:25][C:26]2[CH:31]=[CH:30][C:29]([CH2:32][OH:33])=[CH:28][CH:27]=2)[C:11](=[O:15])[CH:10]=1)[C:2]1[CH:3]=[CH:4][CH:5]=[CH:6][CH:7]=1, predict the reactants needed to synthesize it. The reactants are: [CH2:1]([N:8]([CH3:16])[C:9]1[CH:14]=[CH:13][NH:12][C:11](=[O:15])[CH:10]=1)[C:2]1[CH:7]=[CH:6][CH:5]=[CH:4][CH:3]=1.C(=O)([O-])[O-].[Cs+].[Cs+].I[CH2:24][CH2:25][C:26]1[CH:31]=[CH:30][C:29]([CH2:32][OH:33])=[CH:28][CH:27]=1. (4) Given the product [CH3:15][O:16][C:17]1[CH:24]=[CH:23][C:20]([C:21]2[NH:1][N:2]=[C:3]([C:5]3[CH:10]=[CH:9][C:8]([C:11]([F:12])([F:13])[F:14])=[CH:7][N:6]=3)[N:4]=2)=[C:19]([OH:25])[CH:18]=1, predict the reactants needed to synthesize it. The reactants are: [NH2:1][NH:2][C:3]([C:5]1[CH:10]=[CH:9][C:8]([C:11]([F:14])([F:13])[F:12])=[CH:7][N:6]=1)=[NH:4].[CH3:15][O:16][C:17]1[CH:24]=[CH:23][C:20]([CH:21]=O)=[C:19]([OH:25])[CH:18]=1. (5) Given the product [CH3:1][O:2][CH2:3][CH2:4][N:5]([CH3:29])[C:6]([C:8]1[CH:9]=[C:10]2[C:14](=[CH:15][CH:16]=1)[NH:13][C:12]([C:17]1[C:26](=[O:27])[NH:25][C:24]3[C:19](=[CH:20][CH:21]=[CH:22][CH:23]=3)[N:18]=1)=[C:11]2[NH:28][C:36](=[O:38])[CH3:37])=[O:7], predict the reactants needed to synthesize it. The reactants are: [CH3:1][O:2][CH2:3][CH2:4][N:5]([CH3:29])[C:6]([C:8]1[CH:9]=[C:10]2[C:14](=[CH:15][CH:16]=1)[NH:13][C:12]([C:17]1[C:26](=[O:27])[NH:25][C:24]3[C:19](=[CH:20][CH:21]=[CH:22][CH:23]=3)[N:18]=1)=[C:11]2[NH2:28])=[O:7].N1C=CC=CC=1.[C:36](Cl)(=[O:38])[CH3:37]. (6) Given the product [N:26]1([CH2:6][CH2:7][N:8]2[CH:12]=[CH:11][S:10]/[C:9]/2=[N:13]\[C:14]([C:16]23[CH2:23][CH:22]4[CH2:21][CH:20]([CH2:19][CH:18]([CH2:24]4)[CH2:17]2)[CH2:25]3)=[O:15])[CH2:31][CH2:30][O:29][CH2:28][CH2:27]1, predict the reactants needed to synthesize it. The reactants are: CS(O[CH2:6][CH2:7][N:8]1[CH:12]=[CH:11][S:10]/[C:9]/1=[N:13]\[C:14]([C:16]12[CH2:25][CH:20]3[CH2:21][CH:22]([CH2:24][CH:18]([CH2:19]3)[CH2:17]1)[CH2:23]2)=[O:15])(=O)=O.[NH:26]1[CH2:31][CH2:30][O:29][CH2:28][CH2:27]1.[I-].[K+].C(=O)([O-])[O-].[K+].[K+]. (7) Given the product [Br:11][CH2:8][C:6]1[CH:5]=[CH:4][CH:3]=[C:2]([CH3:1])[N:7]=1, predict the reactants needed to synthesize it. The reactants are: [CH3:1][C:2]1[N:7]=[C:6]([CH2:8]O)[CH:5]=[CH:4][CH:3]=1.C(Br)(Br)(Br)[Br:11].C1C=CC(P(C2C=CC=CC=2)C2C=CC=CC=2)=CC=1.